From a dataset of Peptide-MHC class II binding affinity with 134,281 pairs from IEDB. Regression. Given a peptide amino acid sequence and an MHC pseudo amino acid sequence, predict their binding affinity value. This is MHC class II binding data. (1) The peptide sequence is QLCDHRLMSAAVKDE. The binding affinity (normalized) is 0.221. The MHC is DRB1_0802 with pseudo-sequence DRB1_0802. (2) The peptide sequence is SLLVAPMPTASTAQI. The MHC is DRB1_0802 with pseudo-sequence DRB1_0802. The binding affinity (normalized) is 0.768.